From a dataset of Catalyst prediction with 721,799 reactions and 888 catalyst types from USPTO. Predict which catalyst facilitates the given reaction. (1) Reactant: [OH:1][C:2]([CH3:27])([CH3:26])[CH2:3][N:4]1[CH2:9][CH2:8][CH:7]([C@H:10]([N:12]2[C:20]3[C:15](=[CH:16][CH:17]=[CH:18][CH:19]=3)[C:14]([C:21]([O:23][CH3:24])=[O:22])=[C:13]2[CH3:25])[CH3:11])[CH2:6][CH2:5]1.[H-].[Na+].I[CH3:31].O. Product: [CH3:31][O:1][C:2]([CH3:26])([CH3:27])[CH2:3][N:4]1[CH2:5][CH2:6][CH:7]([C@H:10]([N:12]2[C:20]3[C:15](=[CH:16][CH:17]=[CH:18][CH:19]=3)[C:14]([C:21]([O:23][CH3:24])=[O:22])=[C:13]2[CH3:25])[CH3:11])[CH2:8][CH2:9]1. The catalyst class is: 3. (2) Reactant: [CH2:1]([C:4]1[C:8]([CH2:9][CH2:10][CH2:11][OH:12])=[CH:7][N:6]([C:13]2[CH:18]=[CH:17][C:16]([C:19]([F:22])([F:21])[F:20])=[CH:15][N:14]=2)[N:5]=1)[CH2:2][CH3:3].[Br:23][C:24]1[C:25](O)=[C:26]([CH2:30][C:31]([O:33][CH3:34])=[O:32])[CH:27]=[CH:28][CH:29]=1.C(P(CCCC)CCCC)CCC.N(C(N1CCCCC1)=O)=NC(N1CCCCC1)=O. Product: [Br:23][C:24]1[C:25]([O:12][CH2:11][CH2:10][CH2:9][C:8]2[C:4]([CH2:1][CH2:2][CH3:3])=[N:5][N:6]([C:13]3[CH:18]=[CH:17][C:16]([C:19]([F:21])([F:20])[F:22])=[CH:15][N:14]=3)[CH:7]=2)=[C:26]([CH2:30][C:31]([O:33][CH3:34])=[O:32])[CH:27]=[CH:28][CH:29]=1. The catalyst class is: 7. (3) Reactant: [CH3:1][C:2]1([CH3:16])[CH2:14][N:13]=[C:12]2[N:4]([C:5](=O)[C:6]3[C:11]2=[CH:10][CH:9]=[CH:8][CH:7]=3)[CH2:3]1.[OH2:17].[NH2:18][NH2:19]. Product: [NH2:13][CH2:14][C:2]([CH3:16])([CH3:1])[CH2:3][NH:4][C:5]1[C:6]2[C:11](=[CH:10][CH:9]=[CH:8][CH:7]=2)[C:12](=[O:17])[NH:19][N:18]=1. The catalyst class is: 14. (4) Reactant: [CH2:1]([N:3]1[CH2:8][CH2:7][C:6]([CH2:17][NH2:18])([C:9]2[CH:14]=[CH:13][C:12]([Cl:15])=[C:11]([Cl:16])[CH:10]=2)[CH2:5][CH2:4]1)[CH3:2].[C:19]([C:21]1[C:22]([O:34][CH3:35])=[C:23]([C:31](Cl)=[O:32])[C:24]2[C:29]([CH:30]=1)=[CH:28][CH:27]=[CH:26][CH:25]=2)#[N:20]. Product: [CH2:1]([N:3]1[CH2:8][CH2:7][C:6]([C:9]2[CH:14]=[CH:13][C:12]([Cl:15])=[C:11]([Cl:16])[CH:10]=2)([CH2:17][NH:18][C:31]([C:23]2[C:24]3[C:29](=[CH:28][CH:27]=[CH:26][CH:25]=3)[CH:30]=[C:21]([C:19]#[N:20])[C:22]=2[O:34][CH3:35])=[O:32])[CH2:5][CH2:4]1)[CH3:2]. The catalyst class is: 28. (5) Reactant: [CH2:1]([N:3]1[C:9](=[O:10])[C:8]([CH3:12])([CH3:11])[C:7](=[O:13])[N:6]([CH3:14])[C:5]2[CH:15]=[C:16]([CH:19]=O)[CH:17]=[CH:18][C:4]1=2)[CH3:2].C(O)(=O)C.[CH3:25][C:26]1[N:27]=[CH:28][S:29][C:30]=1[CH2:31][NH:32][CH2:33][CH2:34][C:35]1[CH:36]=[N:37][CH:38]=[CH:39][CH:40]=1.C(O[BH-](OC(=O)C)OC(=O)C)(=O)C.[Na+]. Product: [CH2:1]([N:3]1[C:9](=[O:10])[C:8]([CH3:12])([CH3:11])[C:7](=[O:13])[N:6]([CH3:14])[C:5]2[CH:15]=[C:16]([CH2:19][N:32]([CH2:31][C:30]3[S:29][CH:28]=[N:27][C:26]=3[CH3:25])[CH2:33][CH2:34][C:35]3[CH:36]=[N:37][CH:38]=[CH:39][CH:40]=3)[CH:17]=[CH:18][C:4]1=2)[CH3:2]. The catalyst class is: 26.